The task is: Predict the product of the given reaction.. This data is from Forward reaction prediction with 1.9M reactions from USPTO patents (1976-2016). (1) Given the reactants C([O:5][C:6](=[O:27])[CH2:7][CH2:8][CH2:9][CH2:10][CH2:11][CH2:12][CH2:13][C@H:14]([OH:26])/[CH:15]=[CH:16]/[C@H:17]([OH:25])[C@@H:18]([OH:24])[CH2:19][CH2:20][CH2:21][CH2:22][CH3:23])(C)(C)C.[OH-].[K+].Cl, predict the reaction product. The product is: [CH3:23][CH2:22][CH2:21][CH2:20][CH2:19][C@H:18]([OH:24])[C@@H:17]([OH:25])/[CH:16]=[CH:15]/[C@@H:14]([OH:26])[CH2:13][CH2:12][CH2:11][CH2:10][CH2:9][CH2:8][CH2:7][C:6]([OH:27])=[O:5]. (2) Given the reactants [CH2:1]([O:3][C:4](=[O:17])[CH:5]([O:15][CH3:16])[CH2:6][C:7]1[CH:12]=[CH:11][C:10]([OH:13])=[C:9]([CH3:14])[CH:8]=1)[CH3:2].Br[CH2:19][CH2:20][CH2:21][O:22][C:23]1[CH:28]=[CH:27][C:26]([C:29]2[CH:34]=[CH:33][CH:32]=[CH:31][CH:30]=2)=[CH:25][CH:24]=1, predict the reaction product. The product is: [CH2:1]([O:3][C:4](=[O:17])[C@@H:5]([O:15][CH3:16])[CH2:6][C:7]1[CH:12]=[CH:11][C:10]([O:13][CH2:19][CH2:20][CH2:21][O:22][C:23]2[CH:28]=[CH:27][C:26]([C:29]3[CH:34]=[CH:33][CH:32]=[CH:31][CH:30]=3)=[CH:25][CH:24]=2)=[C:9]([CH3:14])[CH:8]=1)[CH3:2]. (3) Given the reactants [CH3:1][C@@H:2]1[CH2:7][NH:6][CH2:5][CH2:4][NH:3]1.[CH2:8]([O:10][C:11](=[O:20])[C:12]1[CH:17]=[C:16]([Cl:18])[C:15](Cl)=[N:14][CH:13]=1)[CH3:9].C(=O)([O-])[O-].[K+].[K+], predict the reaction product. The product is: [CH2:8]([O:10][C:11](=[O:20])[C:12]1[CH:17]=[C:16]([Cl:18])[C:15]([N:6]2[CH2:5][CH2:4][NH:3][C@H:2]([CH3:1])[CH2:7]2)=[N:14][CH:13]=1)[CH3:9]. (4) Given the reactants [OH:1]O.[F:3][C:4]1[C:9]([O:10][CH3:11])=[CH:8][CH:7]=[CH:6][C:5]=1B(O)O.O, predict the reaction product. The product is: [F:3][C:4]1[C:9]([O:10][CH3:11])=[CH:8][CH:7]=[CH:6][C:5]=1[OH:1]. (5) Given the reactants [Cl:1][C:2]1[CH:3]=[C:4]2[C:8](=[C:9]([C:11]([OH:13])=O)[CH:10]=1)[NH:7][CH:6]=[CH:5]2.CN(C(ON1N=NC2C=CC=CC1=2)=[N+](C)C)C.[B-](F)(F)(F)F.C(N(CC)C(C)C)(C)C.[C:45]([C:49]1[CH:66]=[CH:65][C:52]([CH2:53][NH:54][CH2:55][CH2:56][C:57]2[CH:62]=[CH:61][CH:60]=[C:59]([Cl:63])[C:58]=2[F:64])=[CH:51][CH:50]=1)([CH3:48])([CH3:47])[CH3:46], predict the reaction product. The product is: [C:45]([C:49]1[CH:66]=[CH:65][C:52]([CH2:53][N:54]([CH2:55][CH2:56][C:57]2[CH:62]=[CH:61][CH:60]=[C:59]([Cl:63])[C:58]=2[F:64])[C:11]([C:9]2[CH:10]=[C:2]([Cl:1])[CH:3]=[C:4]3[C:8]=2[NH:7][CH:6]=[CH:5]3)=[O:13])=[CH:51][CH:50]=1)([CH3:48])([CH3:46])[CH3:47]. (6) Given the reactants [CH3:1][S:2]([NH:5][CH2:6][CH2:7][C:8]([NH:10][CH:11]([B:24]1[O:32][CH:31]2[C:26]([CH3:36])([CH:27]3[CH2:33][CH:29]([CH2:30]2)[C:28]3([CH3:35])[CH3:34])[O:25]1)[CH2:12][C:13]1[C:14]([O:22][CH3:23])=[C:15]([CH:19]=[CH:20][CH:21]=1)[C:16]([OH:18])=[O:17])=[O:9])(=[O:4])=[O:3].I[CH2:38][CH2:39][CH2:40][CH3:41], predict the reaction product. The product is: [CH2:38]([O:17][C:16](=[O:18])[C:15]1[CH:19]=[CH:20][CH:21]=[C:13]([CH2:12][CH:11]([NH:10][C:8](=[O:9])[CH2:7][CH2:6][NH:5][S:2]([CH3:1])(=[O:4])=[O:3])[B:24]2[O:32][CH:31]3[C:26]([CH3:36])([CH:27]4[CH2:33][CH:29]([CH2:30]3)[C:28]4([CH3:35])[CH3:34])[O:25]2)[C:14]=1[O:22][CH3:23])[CH2:39][CH2:40][CH3:41]. (7) Given the reactants [F:1][CH:2]([F:24])[C:3]1[N:8]2[N:9]=[CH:10][C:11]([C:12]#[CH:13])=[C:7]2[N:6]=[C:5]([C:14]2[CH:19]=[CH:18][C:17]([C:20]([F:23])([F:22])[F:21])=[CH:16][CH:15]=2)[CH:4]=1.Br[C:26]1[S:30][C:29]([S:31]([NH2:34])(=[O:33])=[O:32])=[CH:28][CH:27]=1, predict the reaction product. The product is: [F:24][CH:2]([F:1])[C:3]1[N:8]2[N:9]=[CH:10][C:11]([C:12]#[C:13][C:26]3[S:30][C:29]([S:31]([NH2:34])(=[O:33])=[O:32])=[CH:28][CH:27]=3)=[C:7]2[N:6]=[C:5]([C:14]2[CH:19]=[CH:18][C:17]([C:20]([F:23])([F:22])[F:21])=[CH:16][CH:15]=2)[CH:4]=1.